From a dataset of Reaction yield outcomes from USPTO patents with 853,638 reactions. Predict the reaction yield, written as a fraction of the theoretical maximum amount of product (1.0 means a 100% yield; for example, 0.34 means a 34% yield). (1) The reactants are [O:1]1[C:5]2[CH:6]=[CH:7][CH:8]=[CH:9][C:4]=2[N:3]=[C:2]1[CH:10]=CN(C)C.I([O-])(=O)(=O)=[O:16].[Na+].O. The catalyst is C1COCC1. The product is [O:1]1[C:5]2[CH:6]=[CH:7][CH:8]=[CH:9][C:4]=2[N:3]=[C:2]1[CH:10]=[O:16]. The yield is 0.430. (2) The reactants are [NH2:1][CH:2]1[CH2:7][CH2:6][N:5]([C:8]2[CH:16]=[CH:15][C:11]([C:12]([NH2:14])=[O:13])=[C:10](Cl)[N:9]=2)[CH2:4]C1.C([O-])([O-])=O.[K+].[K+].C(OC(N1C=[C:35](B2O[C:34](C)([CH3:35])[C:33](C)([CH3:32])O2)[CH2:34][CH2:33][CH2:32]1)=O)(C)(C)C.O1[CH2:51][CH2:50][O:49][CH2:48][CH2:47]1. The catalyst is O.C1C=CC(P(C2C=CC=CC=2)[C-]2C=CC=C2)=CC=1.C1C=CC(P(C2C=CC=CC=2)[C-]2C=CC=C2)=CC=1.Cl[Pd]Cl.[Fe+2]. The product is [NH2:1][CH:2]1[CH2:7][CH2:6][N:5]([C:8]2[CH:16]=[CH:15][C:11]([C:12]([NH2:14])=[O:13])=[C:10]([C:33]3[CH:34]=[CH:35][C:48]([O:49][C:50]4[CH:51]=[CH:16][CH:15]=[CH:11][CH:10]=4)=[CH:47][CH:32]=3)[N:9]=2)[CH2:4]1. The yield is 0.310. (3) The reactants are Br[C:2]1[C:7]([CH2:8][OH:9])=[CH:6][CH:5]=[CH:4][N:3]=1.CC([Mg]Cl)C.[CH2:15]([N:22]1[CH2:27][CH2:26][C:25](=[O:28])[CH2:24][CH2:23]1)[C:16]1[CH:21]=[CH:20][CH:19]=[CH:18][CH:17]=1. The catalyst is O1CCCC1. The product is [CH2:15]([N:22]1[CH2:27][CH2:26][C:25]([OH:28])([C:2]2[C:7]([CH2:8][OH:9])=[CH:6][CH:5]=[CH:4][N:3]=2)[CH2:24][CH2:23]1)[C:16]1[CH:17]=[CH:18][CH:19]=[CH:20][CH:21]=1. The yield is 0.170. (4) The product is [C:6]([C:5]1[CH:8]=[CH:9][C:2]([N:10]2[CH2:15][CH2:14][O:13][CH2:12][CH2:11]2)=[CH:3][CH:4]=1)#[N:7]. The reactants are Cl[C:2]1[CH:9]=[CH:8][C:5]([C:6]#[N:7])=[CH:4][CH:3]=1.[NH:10]1[CH2:15][CH2:14][O:13][CH2:12][CH2:11]1.CC(C)([O-])C.[Na+].C1(C(C2C=CC=CC=2)=C(P(C2CCCCC2)C2CCCCC2)C)C=CC=CC=1.[Cl-].[NH4+]. The catalyst is C([O-])(=O)C.[Pd+2].C([O-])(=O)C.C1(C)C=CC=CC=1. The yield is 0.810. (5) The reactants are [CH:1]1[C:6]([NH2:7])=[CH:5][CH:4]=[C:3]([S:8]([NH:11][C:12]2[S:16][CH:15]=[CH:14][N:13]=2)(=[O:10])=[O:9])[CH:2]=1.C[Al](C)C.[Si:21]([O:38][C@@H:39]1[CH2:43][CH2:42][O:41][C:40]1=[O:44])([C:34]([CH3:37])([CH3:36])[CH3:35])([C:28]1[CH:33]=[CH:32][CH:31]=[CH:30][CH:29]=1)[C:22]1[CH:27]=[CH:26][CH:25]=[CH:24][CH:23]=1. The catalyst is C(Cl)Cl. The product is [Si:21]([O:38][C@H:39]([CH2:43][CH2:42][OH:41])[C:40]([NH:7][C:6]1[CH:1]=[CH:2][C:3]([S:8](=[O:10])(=[O:9])[NH:11][C:12]2[S:16][CH:15]=[CH:14][N:13]=2)=[CH:4][CH:5]=1)=[O:44])([C:34]([CH3:37])([CH3:36])[CH3:35])([C:28]1[CH:33]=[CH:32][CH:31]=[CH:30][CH:29]=1)[C:22]1[CH:23]=[CH:24][CH:25]=[CH:26][CH:27]=1. The yield is 0.950. (6) The reactants are C(=[N:14][NH:15][C:16]1[CH:21]=[CH:20][C:19]([S:22]([NH:25][CH2:26][CH2:27][N:28]2[CH2:33][CH2:32][O:31][CH2:30][CH2:29]2)(=[O:24])=[O:23])=[C:18]([CH3:34])[CH:17]=1)(C1C=CC=CC=1)C1C=CC=CC=1.[CH3:35][C:36]([CH3:43])([CH3:42])[C:37](=O)[CH2:38][C:39]#[N:40].Cl. The catalyst is C(O)C. The product is [NH2:40][C:39]1[N:15]([C:16]2[CH:21]=[CH:20][C:19]([S:22]([NH:25][CH2:26][CH2:27][N:28]3[CH2:33][CH2:32][O:31][CH2:30][CH2:29]3)(=[O:24])=[O:23])=[C:18]([CH3:34])[CH:17]=2)[N:14]=[C:37]([C:36]([CH3:43])([CH3:42])[CH3:35])[CH:38]=1. The yield is 0.910.